From a dataset of Peptide-MHC class I binding affinity with 185,985 pairs from IEDB/IMGT. Regression. Given a peptide amino acid sequence and an MHC pseudo amino acid sequence, predict their binding affinity value. This is MHC class I binding data. (1) The peptide sequence is GFPSLESSF. The MHC is HLA-A02:06 with pseudo-sequence HLA-A02:06. The binding affinity (normalized) is 0.263. (2) The binding affinity (normalized) is 0.113. The MHC is Mamu-A2201 with pseudo-sequence Mamu-A2201. The peptide sequence is LPSVNNAEPG. (3) The peptide sequence is RLGAVILFV. The MHC is HLA-C15:02 with pseudo-sequence HLA-C15:02. The binding affinity (normalized) is 0.0168. (4) The peptide sequence is RLYDYFTRV. The MHC is HLA-A31:01 with pseudo-sequence HLA-A31:01. The binding affinity (normalized) is 0.444.